Dataset: Forward reaction prediction with 1.9M reactions from USPTO patents (1976-2016). Task: Predict the product of the given reaction. (1) The product is: [Cl:16][CH2:2][C:3]1[CH:8]=[CH:7][C:6]([CH2:9][NH:10][C:11](=[O:13])[CH3:12])=[CH:5][CH:4]=1. Given the reactants O[CH2:2][C:3]1[CH:8]=[CH:7][C:6]([CH2:9][NH:10][C:11](=[O:13])[CH3:12])=[CH:5][CH:4]=1.S(Cl)([Cl:16])=O, predict the reaction product. (2) Given the reactants C(O[C:6](=O)[NH:7][C:8]1[CH:13]=[CH:12][N:11]=[C:10](Cl)[C:9]=1[CH:15]=O)(C)(C)C.[CH3:18][O-].[Na+], predict the reaction product. The product is: [N:7]1[C:8]2[C:9](=[CH:10][N:11]=[CH:12][CH:13]=2)[CH:15]=[CH:18][CH:6]=1. (3) Given the reactants [F:1][C:2]([F:8])([F:7])[C:3](=[O:6])[CH2:4][CH3:5].[C:9]([Mg]Br)#[CH:10], predict the reaction product. The product is: [F:1][C:2]([F:8])([F:7])[C:3]([OH:6])([CH2:9][CH3:10])[C:4]#[CH:5]. (4) The product is: [CH3:34][C:32]([O:35][C:36]1[CH:41]=[CH:40][C:39]([O:4][CH2:3][CH:2]([CH3:1])[CH2:9][O:10][C:11]2[CH:16]=[CH:15][C:14]([C:17]([F:20])([F:19])[F:18])=[CH:13][C:12]=2[O:21][C:22]2[CH:27]=[CH:26][CH:25]=[CH:24][CH:23]=2)=[CH:38][C:37]=1[CH3:43])([CH3:33])[C:31]([OH:44])=[O:30]. Given the reactants [CH3:1][CH:2]([CH2:9][O:10][C:11]1[CH:16]=[CH:15][C:14]([C:17]([F:20])([F:19])[F:18])=[CH:13][C:12]=1[O:21][C:22]1[CH:27]=[CH:26][CH:25]=[CH:24][CH:23]=1)[CH2:3][O:4]S(C)(=O)=O.C([O:30][C:31](=[O:44])[C:32]([O:35][C:36]1[CH:41]=[CH:40][C:39](O)=[CH:38][C:37]=1[CH3:43])([CH3:34])[CH3:33])C, predict the reaction product. (5) Given the reactants [CH:1]([N:14]1[C:22]2[C:17](=[CH:18][C:19]([Cl:23])=[CH:20][CH:21]=2)[C:16]([CH2:24][CH:25]=O)=[C:15]1[CH2:27][CH2:28][O:29][Si:30]([C:43]([CH3:46])([CH3:45])[CH3:44])([C:37]1[CH:42]=[CH:41][CH:40]=[CH:39][CH:38]=1)[C:31]1[CH:36]=[CH:35][CH:34]=[CH:33][CH:32]=1)([C:8]1[CH:13]=[CH:12][CH:11]=[CH:10][CH:9]=1)[C:2]1[CH:7]=[CH:6][CH:5]=[CH:4][CH:3]=1.[CH3:47][O:48][C:49](=[O:58])[C:50]1[CH:55]=[CH:54][C:53]([NH:56][CH3:57])=[CH:52][CH:51]=1, predict the reaction product. The product is: [CH3:47][O:48][C:49](=[O:58])[C:50]1[CH:55]=[CH:54][C:53]([N:56]([CH2:25][CH2:24][C:16]2[C:17]3[C:22](=[CH:21][CH:20]=[C:19]([Cl:23])[CH:18]=3)[N:14]([CH:1]([C:2]3[CH:7]=[CH:6][CH:5]=[CH:4][CH:3]=3)[C:8]3[CH:9]=[CH:10][CH:11]=[CH:12][CH:13]=3)[C:15]=2[CH2:27][CH2:28][O:29][Si:30]([C:43]([CH3:44])([CH3:46])[CH3:45])([C:31]2[CH:36]=[CH:35][CH:34]=[CH:33][CH:32]=2)[C:37]2[CH:38]=[CH:39][CH:40]=[CH:41][CH:42]=2)[CH3:57])=[CH:52][CH:51]=1.